Dataset: NCI-60 drug combinations with 297,098 pairs across 59 cell lines. Task: Regression. Given two drug SMILES strings and cell line genomic features, predict the synergy score measuring deviation from expected non-interaction effect. Drug 1: CC1OCC2C(O1)C(C(C(O2)OC3C4COC(=O)C4C(C5=CC6=C(C=C35)OCO6)C7=CC(=C(C(=C7)OC)O)OC)O)O. Drug 2: CC1CCC2CC(C(=CC=CC=CC(CC(C(=O)C(C(C(=CC(C(=O)CC(OC(=O)C3CCCCN3C(=O)C(=O)C1(O2)O)C(C)CC4CCC(C(C4)OC)O)C)C)O)OC)C)C)C)OC. Cell line: OVCAR-4. Synergy scores: CSS=14.9, Synergy_ZIP=-8.85, Synergy_Bliss=-5.45, Synergy_Loewe=-9.15, Synergy_HSA=-2.54.